From a dataset of Catalyst prediction with 721,799 reactions and 888 catalyst types from USPTO. Predict which catalyst facilitates the given reaction. (1) Reactant: [N:1]1[CH:6]=[CH:5][CH:4]=[CH:3][C:2]=1[C:7]12[CH2:22][O:21][CH2:20][CH:8]1[CH2:9][N:10]([C:13]([O:15]C(C)(C)C)=O)[CH2:11][CH2:12]2.Cl.CN(C(ON1N=NC2C=CC=NC1=2)=[N+](C)C)C.F[P-](F)(F)(F)(F)F.[CH3:48][O:49][C:50]1[CH:51]=[C:52]([CH:56]=[CH:57][C:58]=1[O:59][CH2:60][CH2:61][O:62][C:63]([F:66])([F:65])[F:64])C(O)=O.C(N(CC)CC)C. Product: [CH3:48][O:49][C:50]1[CH:51]=[C:52]([C:13]([N:10]2[CH2:11][CH2:12][C:7]3([C:2]4[CH:3]=[CH:4][CH:5]=[CH:6][N:1]=4)[CH2:22][O:21][CH2:20][CH:8]3[CH2:9]2)=[O:15])[CH:56]=[CH:57][C:58]=1[O:59][CH2:60][CH2:61][O:62][C:63]([F:64])([F:65])[F:66]. The catalyst class is: 135. (2) Reactant: [Cl:1][C:2]1[CH:7]=[CH:6][C:5]([CH2:8]Cl)=[CH:4][N+:3]=1[O-:10].[NH:11]1[CH2:16][CH2:15][O:14][CH2:13][CH2:12]1.C(=O)([O-])[O-].[K+].[K+]. Product: [Cl:1][C:2]1[CH:7]=[CH:6][C:5]([CH2:8][N:11]2[CH2:16][CH2:15][O:14][CH2:13][CH2:12]2)=[CH:4][N+:3]=1[O-:10]. The catalyst class is: 10. (3) Reactant: C[O:2][C:3](=[O:18])[CH:4]=[CH:5][C:6]1[C:11]([O:12][CH3:13])=[CH:10][C:9]([CH:14]=[O:15])=[CH:8][C:7]=1[O:16][CH3:17]. Product: [CH:14]([C:9]1[CH:8]=[C:7]([O:16][CH3:17])[C:6]([CH:5]=[CH:4][C:3]([OH:18])=[O:2])=[C:11]([O:12][CH3:13])[CH:10]=1)=[O:15]. The catalyst class is: 273. (4) Reactant: [CH3:1][O:2][C:3]1[CH:12]=[C:11]2[C:6]([C:7](=[O:21])[C:8]([C:13]3[CH:18]=[CH:17][CH:16]=[C:15]([O:19][CH3:20])[CH:14]=3)=[CH:9][O:10]2)=[CH:5][CH:4]=1.CC(C[AlH]CC(C)C)C. Product: [CH3:1][O:2][C:3]1[CH:12]=[C:11]2[C:6]([C:7](=[O:21])[CH:8]([C:13]3[CH:18]=[CH:17][CH:16]=[C:15]([O:19][CH3:20])[CH:14]=3)[CH2:9][O:10]2)=[CH:5][CH:4]=1. The catalyst class is: 1. (5) Reactant: [CH3:1][O:2][C:3](=[O:24])[CH:4]=P(C1C=CC=CC=1)(C1C=CC=CC=1)C1C=CC=CC=1.[I:25][C:26]1[CH:33]=[CH:32][C:29]([CH:30]=O)=[CH:28][CH:27]=1. Product: [CH3:1][O:2][C:3](=[O:24])[CH:4]=[CH:30][C:29]1[CH:32]=[CH:33][C:26]([I:25])=[CH:27][CH:28]=1. The catalyst class is: 1. (6) Reactant: C([O:3][CH:4](OCC)[C:5]1[O:9][CH:8]=[C:7](Br)[CH:6]=1)C.[B:14](OC(C)C)([O:19]C(C)C)[O:15]C(C)C.C1COCC1.CCCCCC.CC(CC(C)=O)C. Product: [CH:4]([C:5]1[O:9][CH:8]=[C:7]([B:14]([OH:19])[OH:15])[CH:6]=1)=[O:3]. The catalyst class is: 1.